The task is: Predict which catalyst facilitates the given reaction.. This data is from Catalyst prediction with 721,799 reactions and 888 catalyst types from USPTO. (1) Reactant: [NH2:1][C:2]1[S:3][C:4]2[CH:10]=[C:9]([O:11][C:12]3[CH:17]=[CH:16][N:15]=[C:14]([C:18]([NH:20][CH3:21])=[O:19])[CH:13]=3)[CH:8]=[C:7]([Cl:22])[C:5]=2[N:6]=1.Br[CH2:24][CH:25]1[CH2:30][CH2:29][CH2:28][CH2:27][CH2:26]1.C(=O)([O-])[O-].[K+].[K+]. Product: [Cl:22][C:7]1[C:5]2[N:6]=[C:2]([NH:1][CH2:24][CH:25]3[CH2:30][CH2:29][CH2:28][CH2:27][CH2:26]3)[S:3][C:4]=2[CH:10]=[C:9]([O:11][C:12]2[CH:17]=[CH:16][N:15]=[C:14]([C:18]([NH:20][CH3:21])=[O:19])[CH:13]=2)[CH:8]=1. The catalyst class is: 37. (2) Reactant: [NH2:1][C:2]1[C:3](Br)=[N:4][NH:5][C:6]=1[C:7]([O:9][CH2:10][CH3:11])=[O:8].[CH3:13][O:14][C:15]1[CH:20]=[CH:19][C:18](B(O)O)=[CH:17][CH:16]=1.[O-]P([O-])([O-])=O.[K+].[K+].[K+].O1CCOCC1. Product: [NH2:1][C:2]1[C:3]([C:18]2[CH:19]=[CH:20][C:15]([O:14][CH3:13])=[CH:16][CH:17]=2)=[N:4][NH:5][C:6]=1[C:7]([O:9][CH2:10][CH3:11])=[O:8]. The catalyst class is: 103.